Dataset: Catalyst prediction with 721,799 reactions and 888 catalyst types from USPTO. Task: Predict which catalyst facilitates the given reaction. (1) Reactant: [N+](C1C=C(S(CC[O:15][C:16](=[O:51])[C:17]2[CH:22]=[CH:21][CH:20]=[C:19]([S:23]([N:26]3[C:30]4[CH:31]=[CH:32][CH:33]=[CH:34][C:29]=4[N:28]=[C:27]3[S:35]([CH2:37][C:38]3[C:43]([CH3:44])=[C:42]([O:45][CH2:46][C:47]([F:50])([F:49])[F:48])[CH:41]=[CH:40][N:39]=3)=[O:36])(=[O:25])=[O:24])[CH:18]=2)(=O)=O)C=CC=1)([O-])=O.C([O-])(O)=O.[Na+:56]. Product: [Na+:56].[CH3:44][C:43]1[C:38]([CH2:37][S:35]([C:27]2[N:26]([S:23]([C:19]3[CH:18]=[C:17]([CH:22]=[CH:21][CH:20]=3)[C:16]([O-:51])=[O:15])(=[O:25])=[O:24])[C:30]3[CH:31]=[CH:32][CH:33]=[CH:34][C:29]=3[N:28]=2)=[O:36])=[N:39][CH:40]=[CH:41][C:42]=1[O:45][CH2:46][C:47]([F:50])([F:48])[F:49]. The catalyst class is: 20. (2) Reactant: [CH3:1][O:2][C:3](=[O:18])[C@H:4]([CH2:11][C:12]1[CH:17]=[CH:16][CH:15]=[CH:14][CH:13]=1)[NH:5][C:6](=[O:10])[C@H:7]([CH3:9])[NH2:8].C(N[C@H](C(O)=O)C)(OC(C)(C)C)=O.C[O:33][C:34](=O)[C@H:35]([CH2:37][C:38]1C=CC=C[CH:39]=1)N. Product: [CH3:1][O:2][C:3](=[O:18])[C@H:4]([CH2:11][C:12]1[CH:17]=[CH:16][CH:15]=[CH:14][CH:13]=1)[NH:5][C:6](=[O:10])[C@H:7]([CH3:9])[NH:8][C:34](=[O:33])[CH2:35][CH2:37][CH:38]=[CH2:39]. The catalyst class is: 100. (3) Reactant: [CH:1]([CH:3]1[CH2:8][CH:7]2[CH2:9][CH:4]1[CH:5]=[CH:6]2)=[CH2:2].[CH2:10]([Al](CC(C)C)CC(C)C)[CH:11](C)[CH3:12].[H][H].C=CC.C=C. Product: [CH2:1]=[CH2:2].[CH2:10]=[CH:11][CH3:12].[CH:1]([CH:3]1[CH2:8][CH:7]2[CH2:9][CH:4]1[CH:5]=[CH:6]2)=[CH2:2]. The catalyst class is: 81. (4) Reactant: [CH3:1][C:2]1[CH:7]=[C:6]([N:8]2[CH2:13][CH2:12][CH:11]([N:14]3[CH2:18][CH2:17][CH2:16][C@@H:15]3[CH3:19])[CH2:10][CH2:9]2)[CH:5]=[CH:4][C:3]=1[NH2:20].[CH3:21][O:22][C:23]([C:25]1([CH2:35][CH:36]=O)[CH2:30][CH2:29][CH:28]([C:31]([O:33][CH3:34])=[O:32])[CH2:27][CH2:26]1)=[O:24].[BH-](OC(C)=O)(OC(C)=O)OC(C)=O.[Na+].CC(O)=O. Product: [CH3:21][O:22][C:23]([C:25]1([CH2:35][CH2:36][NH:20][C:3]2[CH:4]=[CH:5][C:6]([N:8]3[CH2:9][CH2:10][CH:11]([N:14]4[CH2:18][CH2:17][CH2:16][C@@H:15]4[CH3:19])[CH2:12][CH2:13]3)=[CH:7][C:2]=2[CH3:1])[CH2:26][CH2:27][CH:28]([C:31]([O:33][CH3:34])=[O:32])[CH2:29][CH2:30]1)=[O:24]. The catalyst class is: 26. (5) Reactant: C(OC([NH:8][C@H:9]1[C@H:14]([O:15][Si](C(C)(C)C)(C)C)[C@@H:13]([CH3:23])[CH2:12][N:11]([C:24]2[CH:29]=[CH:28][N:27]=[CH:26][C:25]=2[NH:30][C:31]([C:33]2[C:42]([NH:43]C(=O)OCC3C=CC=CC=3)=[CH:41][C:40]3[C:35](=[CH:36][C:37]([N:54]4[CH2:59][CH2:58][O:57][CH2:56][CH2:55]4)=[CH:38][CH:39]=3)[N:34]=2)=[O:32])[CH2:10]1)=O)(C)(C)C.[H][H]. Product: [NH2:43][C:42]1[C:33]([C:31]([NH:30][C:25]2[CH:26]=[N:27][CH:28]=[CH:29][C:24]=2[N:11]2[CH2:12][C@H:13]([CH3:23])[C@@H:14]([OH:15])[C@H:9]([NH2:8])[CH2:10]2)=[O:32])=[N:34][C:35]2[C:40]([CH:41]=1)=[CH:39][CH:38]=[C:37]([N:54]1[CH2:55][CH2:56][O:57][CH2:58][CH2:59]1)[CH:36]=2. The catalyst class is: 19. (6) Reactant: [N:1]([CH:4]1[CH2:12][CH2:11][CH2:10][C:9]2[N:8]([CH2:13][CH2:14][O:15][Si:16]([C:19]([CH3:22])([CH3:21])[CH3:20])([CH3:18])[CH3:17])[N:7]=[CH:6][C:5]1=2)=[N+]=[N-].CCOC(C)=O.CO. Product: [C:19]([Si:16]([CH3:18])([CH3:17])[O:15][CH2:14][CH2:13][N:8]1[C:9]2[CH2:10][CH2:11][CH2:12][CH:4]([NH2:1])[C:5]=2[CH:6]=[N:7]1)([CH3:22])([CH3:21])[CH3:20]. The catalyst class is: 582. (7) Reactant: [CH3:1][O:2][C:3]1[N:8]=[C:7]([O:9]C)[C:6]([I:11])=[CH:5][N:4]=1.[OH-].[Na+]. Product: [I:11][C:6]1[C:7](=[O:9])[NH:8][C:3]([O:2][CH3:1])=[N:4][CH:5]=1. The catalyst class is: 5. (8) Reactant: I[C:2]1[CH:7]=[N:6][CH:5]=[C:4]([C:8]([F:11])([F:10])[F:9])[N:3]=1.[NH:12]1[CH:16]=[C:15]([C:17]([O:19][CH2:20][CH3:21])=[O:18])[CH:14]=[N:13]1.C(=O)([O-])[O-].[K+].[K+]. Product: [F:9][C:8]([F:11])([F:10])[C:4]1[N:3]=[C:2]([N:12]2[CH:16]=[C:15]([C:17]([O:19][CH2:20][CH3:21])=[O:18])[CH:14]=[N:13]2)[CH:7]=[N:6][CH:5]=1. The catalyst class is: 16.